This data is from Forward reaction prediction with 1.9M reactions from USPTO patents (1976-2016). The task is: Predict the product of the given reaction. Given the reactants [CH2:1]([N:5]([S:15]([C:18]1[CH:23]=[CH:22][C:21]([N+:24]([O-:26])=[O:25])=[CH:20][CH:19]=1)(=[O:17])=[O:16])[C@H:6]([C:12]([OH:14])=[O:13])[CH2:7][CH2:8][CH2:9][CH2:10][NH2:11])[CH:2]([CH3:4])[CH3:3].[CH:27]1[C:40]2[CH:39]([C:41](O)=[O:42])[C:38]3[C:33](=[CH:34][CH:35]=[CH:36][CH:37]=3)[O:32][C:31]=2[CH:30]=[CH:29][CH:28]=1, predict the reaction product. The product is: [CH2:1]([N:5]([S:15]([C:18]1[CH:23]=[CH:22][C:21]([N+:24]([O-:26])=[O:25])=[CH:20][CH:19]=1)(=[O:17])=[O:16])[C@H:6]([C:12]([OH:14])=[O:13])[CH2:7][CH2:8][CH2:9][CH2:10][NH:11][C:41]([CH:39]1[C:40]2[CH:27]=[CH:28][CH:29]=[CH:30][C:31]=2[O:32][C:33]2[C:38]1=[CH:37][CH:36]=[CH:35][CH:34]=2)=[O:42])[CH:2]([CH3:4])[CH3:3].